From a dataset of Catalyst prediction with 721,799 reactions and 888 catalyst types from USPTO. Predict which catalyst facilitates the given reaction. (1) Reactant: [CH2:1]1[C:10]2[C:5](=[CH:6][CH:7]=[CH:8][CH:9]=2)[CH2:4][CH2:3][N:2]1[C:11]1[N:12]=[C:13]([C:22](O)=[O:23])[CH:14]=[C:15]2[C:19]([CH3:20])=[C:18]([CH3:21])[NH:17][C:16]=12.O.ON1C2C=CC=CC=2N=N1.Cl.CN(C)CCCN=C=NCC.C(N(C(C)C)CC)(C)C.[CH3:57][N:58]1[CH2:63][CH2:62][NH:61][CH2:60][CH2:59]1. Product: [CH2:1]1[C:10]2[C:5](=[CH:6][CH:7]=[CH:8][CH:9]=2)[CH2:4][CH2:3][N:2]1[C:11]1[N:12]=[C:13]([C:22]([N:61]2[CH2:62][CH2:63][N:58]([CH3:57])[CH2:59][CH2:60]2)=[O:23])[CH:14]=[C:15]2[C:19]([CH3:20])=[C:18]([CH3:21])[NH:17][C:16]=12. The catalyst class is: 4. (2) Reactant: [O:1]=[C:2]([C:18]1[CH:23]=[CH:22][CH:21]=[CH:20][C:19]=1[NH:24]C1C=CC=CC=1)[CH2:3][CH2:4][CH:5]1[CH2:10][CH2:9][N:8](C(OC(C)(C)C)=O)[CH2:7][CH2:6]1.[ClH:31]. Product: [ClH:31].[ClH:31].[NH2:24][C:19]1[CH:20]=[CH:21][CH:22]=[CH:23][C:18]=1[C:2](=[O:1])[CH2:3][CH2:4][CH:5]1[CH2:6][CH2:7][NH:8][CH2:9][CH2:10]1. The catalyst class is: 71. (3) Reactant: [C:1]([N:9]=[C:10]=[S:11])(=[O:8])[C:2]1[CH:7]=[CH:6][CH:5]=[CH:4][CH:3]=1.[NH2:12][C@@:13]1([C:22]2[S:23][CH:24]=[C:25]([Br:27])[N:26]=2)[CH2:18][O:17][C@@H:16]([CH3:19])[CH2:15][C@H:14]1[CH2:20][OH:21]. Product: [Br:27][C:25]1[N:26]=[C:22]([C@@:13]2([NH:12][C:10]([NH:9][C:1](=[O:8])[C:2]3[CH:7]=[CH:6][CH:5]=[CH:4][CH:3]=3)=[S:11])[C@H:14]([CH2:20][OH:21])[CH2:15][C@H:16]([CH3:19])[O:17][CH2:18]2)[S:23][CH:24]=1. The catalyst class is: 4. (4) Reactant: [Cl:1][C:2]1[C:3]2[NH:10][CH:9]=[CH:8][C:4]=2[N:5]=[CH:6][N:7]=1.C(=O)([O-])[O-].[Cs+].[Cs+].Br[CH2:18][CH2:19][CH2:20][O:21][Si:22]([C:25]([CH3:28])([CH3:27])[CH3:26])([CH3:24])[CH3:23]. Product: [Si:22]([O:21][CH2:20][CH2:19][CH2:18][N:10]1[C:3]2[C:2]([Cl:1])=[N:7][CH:6]=[N:5][C:4]=2[CH:8]=[CH:9]1)([C:25]([CH3:26])([CH3:27])[CH3:28])([CH3:24])[CH3:23]. The catalyst class is: 35. (5) Reactant: [C:1]([C:4]1[C:22](=[O:23])[C@@:8]2([CH3:24])[C:9]3[C:15]([OH:16])=[CH:14][C:13]([O:17][CH3:18])=[C:12]([C:19]([NH2:21])=[O:20])[C:10]=3[O:11][C:7]2=[CH:6][C:5]=1[OH:25])(=[O:3])[CH3:2].[CH2:26]([O:30][C:31]1[CH:40]=[CH:39][C:38]2[C:33](=[CH:34][CH:35]=[CH:36][CH:37]=2)[C:32]=1[CH:41]=O)[CH2:27][CH2:28][CH3:29].C([SiH](CC)CC)C.FC(F)(F)C(O)=O. Product: [C:1]([C:4]1[C:22](=[O:23])[C@@:8]2([CH3:24])[C:9]3[C:15]([OH:16])=[CH:14][C:13]([O:17][CH3:18])=[C:12]([C:19]([NH:21][CH2:41][C:32]4[C:33]5[C:38](=[CH:37][CH:36]=[CH:35][CH:34]=5)[CH:39]=[CH:40][C:31]=4[O:30][CH2:26][CH2:27][CH2:28][CH3:29])=[O:20])[C:10]=3[O:11][C:7]2=[CH:6][C:5]=1[OH:25])(=[O:3])[CH3:2]. The catalyst class is: 10.